From a dataset of Reaction yield outcomes from USPTO patents with 853,638 reactions. Predict the reaction yield, written as a fraction of the theoretical maximum amount of product (1.0 means a 100% yield; for example, 0.34 means a 34% yield). (1) The reactants are Br[C:2]1[CH:9]=[C:8]([Cl:10])[CH:7]=[C:6]([F:11])[C:3]=1[C:4]#[N:5].[Br:12][C:13]1[CH:14]=[C:15]([CH:19]=[CH:20][CH:21]=1)[C:16](Cl)=[O:17]. No catalyst specified. The product is [Br:12][C:13]1[CH:14]=[C:15]([CH:19]=[CH:20][CH:21]=1)[C:16]([C:2]1[CH:9]=[C:8]([Cl:10])[CH:7]=[C:6]([F:11])[C:3]=1[C:4]#[N:5])=[O:17]. The yield is 0.550. (2) The yield is 0.423. The product is [NH2:24][C:25]1[N:30]=[CH:29][C:28]([C:31]2[CH:32]=[CH:33][C:34]([C:37]([NH:11][C@@H:12]([C:20]([CH3:23])([CH3:22])[CH3:21])[C:13]([O:15][C:16]([CH3:17])([CH3:19])[CH3:18])=[O:14])=[O:38])=[N:35][CH:36]=2)=[CH:27][N:26]=1. The catalyst is CN(C)C=O. The reactants are C(N(CC)C(C)C)(C)C.Cl.[NH2:11][C@@H:12]([C:20]([CH3:23])([CH3:22])[CH3:21])[C:13]([O:15][C:16]([CH3:19])([CH3:18])[CH3:17])=[O:14].[NH2:24][C:25]1[N:30]=[CH:29][C:28]([C:31]2[CH:32]=[CH:33][C:34]([C:37](O)=[O:38])=[N:35][CH:36]=2)=[CH:27][N:26]=1. (3) The reactants are [Br:1][CH2:2][CH2:3][CH2:4][CH2:5][CH2:6][CH2:7][CH2:8][CH2:9][CH2:10][OH:11].C(=O)(O)[O-].[Na+].[Br-].[K+].S(=O)(O)[O-].[Na+]. The catalyst is O.ClCCl. The product is [Br:1][CH2:2][CH2:3][CH2:4][CH2:5][CH2:6][CH2:7][CH2:8][CH2:9][CH:10]=[O:11]. The yield is 0.940.